This data is from Forward reaction prediction with 1.9M reactions from USPTO patents (1976-2016). The task is: Predict the product of the given reaction. (1) Given the reactants [Cl:1][C:2]1[N:7]=[CH:6][C:5]([NH2:8])=[CH:4][CH:3]=1.F[C:10]1[C:15]([C:16]2[N:21]=[C:20]([CH3:22])[N:19]=[C:18]([N:23](CC3C=CC(OC)=CC=3)CC3C=CC(OC)=CC=3)[N:17]=2)=[CH:14][C:13]([CH2:42][N:43]2[CH2:48][CH2:47][N:46]([S:49]([CH3:52])(=[O:51])=[O:50])[CH2:45][C@@H:44]2[CH3:53])=[CH:12][N:11]=1, predict the reaction product. The product is: [Cl:1][C:2]1[N:7]=[CH:6][C:5]([NH:8][C:10]2[C:15]([C:16]3[N:21]=[C:20]([CH3:22])[N:19]=[C:18]([NH2:23])[N:17]=3)=[CH:14][C:13]([CH2:42][N:43]3[CH2:48][CH2:47][N:46]([S:49]([CH3:52])(=[O:50])=[O:51])[CH2:45][C@@H:44]3[CH3:53])=[CH:12][N:11]=2)=[CH:4][CH:3]=1. (2) Given the reactants [Br:1][C:2]1[CH:3]=[C:4]([CH3:19])[C:5]2[N:9]=[C:8]([C:10]3[C:11](=[O:17])[NH:12][CH:13]=[CH:14][C:15]=3Cl)[NH:7][C:6]=2[CH:18]=1.[NH2:20][C@@H:21]([CH2:24][C:25]1[CH:30]=[CH:29][CH:28]=[CH:27][CH:26]=1)[CH2:22][OH:23].CN1CCOCC1, predict the reaction product. The product is: [CH2:24]([C@H:21]([NH:20][C:15]1[CH:14]=[CH:13][NH:12][C:11](=[O:17])[C:10]=1[C:8]1[NH:7][C:6]2[CH:18]=[C:2]([Br:1])[CH:3]=[C:4]([CH3:19])[C:5]=2[N:9]=1)[CH2:22][OH:23])[C:25]1[CH:30]=[CH:29][CH:28]=[CH:27][CH:26]=1. (3) Given the reactants ClC(OC(Cl)C)=O.C([N:15]1[CH2:24][CH2:23][C:22]2[N:21]=[C:20]3[CH:25]=[CH:26][C:27]([C:29]#[N:30])=[CH:28][C:19]3=[C:18]([Cl:31])[C:17]=2[CH2:16]1)C1C=CC=CC=1, predict the reaction product. The product is: [Cl:31][C:18]1[C:17]2[CH2:16][NH:15][CH2:24][CH2:23][C:22]=2[N:21]=[C:20]2[CH:25]=[CH:26][C:27]([C:29]#[N:30])=[CH:28][C:19]=12. (4) Given the reactants C[O:2][C:3]1[S:4][C:5]([C:8]2(O)[CH2:17][CH2:16][C:11]3(OCC[O:12]3)[CH2:10][CH2:9]2)=[CH:6][N:7]=1.Cl.C([O-])(O)=O.[Na+], predict the reaction product. The product is: [O:12]=[C:11]1[CH2:16][CH2:17][C:8]([C:5]2[S:4][C:3](=[O:2])[NH:7][CH:6]=2)=[CH:9][CH2:10]1. (5) Given the reactants [CH2:1]([O:3][C:4](=[O:32])[C:5]([O:23][C:24]1[CH:29]=[CH:28][C:27]([CH3:30])=[C:26]([CH3:31])[CH:25]=1)([CH3:22])[CH:6]([C:8]1[CH:13]=[CH:12][C:11]([O:14][CH2:15][C:16]2[CH:21]=[CH:20][CH:19]=[CH:18][CH:17]=2)=[CH:10][CH:9]=1)[OH:7])[CH3:2].N1C=CC=CC=1.[F:39][C:40]([F:51])([F:50])[C:41](O[C:41](=[O:42])[C:40]([F:51])([F:50])[F:39])=[O:42].Cl, predict the reaction product. The product is: [CH2:1]([O:3][C:4](=[O:32])[C:5]([O:23][C:24]1[CH:29]=[CH:28][C:27]([CH3:30])=[C:26]([CH3:31])[CH:25]=1)([CH3:22])[CH:6]([C:8]1[CH:9]=[CH:10][C:11]([O:14][CH2:15][C:16]2[CH:21]=[CH:20][CH:19]=[CH:18][CH:17]=2)=[CH:12][CH:13]=1)[O:7][C:41](=[O:42])[C:40]([F:51])([F:50])[F:39])[CH3:2]. (6) Given the reactants [F:1][C:2]1[CH:3]=[CH:4][C:5]([CH3:33])=[C:6]([CH:32]=1)[O:7][CH2:8][C:9]1[C:10]([C:23]2[CH:28]=[CH:27][C:26]([OH:29])=[CH:25][C:24]=2[O:30][CH3:31])=[CH:11][CH:12]=[C:13]2[C:18]=1[N:17]([CH3:19])[C:16](=[O:20])[C:15]([CH3:22])([CH3:21])[NH:14]2.[CH3:34][N:35]([C:39]1[CH:44]=[CH:43][CH:42]=[CH:41][CH:40]=1)[C:36](Cl)=[O:37], predict the reaction product. The product is: [F:1][C:2]1[CH:3]=[CH:4][C:5]([CH3:33])=[C:6]([CH:32]=1)[O:7][CH2:8][C:9]1[C:10]([C:23]2[CH:28]=[CH:27][C:26]([O:29][C:36]([N:35]([CH3:34])[C:39]3[CH:44]=[CH:43][CH:42]=[CH:41][CH:40]=3)=[O:37])=[CH:25][C:24]=2[O:30][CH3:31])=[CH:11][CH:12]=[C:13]2[C:18]=1[N:17]([CH3:19])[C:16](=[O:20])[C:15]([CH3:22])([CH3:21])[NH:14]2. (7) Given the reactants Br[C:2]1[CH:7]=[C:6]([N+:8]([O-])=O)[CH:5]=[CH:4][C:3]=1[C:11]1([CH3:15])[CH2:14][O:13][CH2:12]1.C([O-])=O.[NH4+], predict the reaction product. The product is: [CH3:15][C:11]1([C:3]2[CH:4]=[CH:5][C:6]([NH2:8])=[CH:7][CH:2]=2)[CH2:14][O:13][CH2:12]1. (8) Given the reactants C1C(=O)N([Br:8])C(=O)C1.[NH2:9][C:10]1[C:11]([Cl:30])=[C:12]([C:26]([Cl:29])=[CH:27][CH:28]=1)[CH2:13][CH:14]1[CH2:18][CH2:17][N:16]([CH:19]2[CH2:24][CH2:23][CH2:22][CH2:21][CH2:20]2)[C:15]1=[O:25], predict the reaction product. The product is: [NH2:9][C:10]1[C:11]([Cl:30])=[C:12]([C:26]([Cl:29])=[CH:27][C:28]=1[Br:8])[CH2:13][CH:14]1[CH2:18][CH2:17][N:16]([CH:19]2[CH2:20][CH2:21][CH2:22][CH2:23][CH2:24]2)[C:15]1=[O:25]. (9) Given the reactants [CH:1]1[CH:6]=[CH:5][C:4]([NH:7][C:8]2[CH:13]=[CH:12][C:11]([N:14]=[O:15])=[CH:10][CH:9]=2)=[CH:3][CH:2]=1.C(N(CC)CC)C.[C:23](Cl)(=[O:30])[C:24]1[CH:29]=[CH:28][CH:27]=[CH:26][CH:25]=1, predict the reaction product. The product is: [C:23]([O:15][N:14]=[C:11]1[CH:12]=[CH:13][C:8](=[N:7][C:4]2[CH:3]=[CH:2][CH:1]=[CH:6][CH:5]=2)[CH:9]=[CH:10]1)(=[O:30])[C:24]1[CH:29]=[CH:28][CH:27]=[CH:26][CH:25]=1.